This data is from Forward reaction prediction with 1.9M reactions from USPTO patents (1976-2016). The task is: Predict the product of the given reaction. (1) The product is: [Br:21][C:9]1[C:10]([NH2:13])=[N:11][CH:12]=[C:7]([C:5]2[CH:4]=[N:3][N:2]([CH3:1])[CH:6]=2)[CH:8]=1. Given the reactants [CH3:1][N:2]1[CH:6]=[C:5]([C:7]2[CH:8]=[CH:9][C:10]([NH2:13])=[N:11][CH:12]=2)[CH:4]=[N:3]1.C1C(=O)N([Br:21])C(=O)C1, predict the reaction product. (2) Given the reactants [C:1]1([C:7]2[S:11][C:10]([CH:12]=[O:13])=[CH:9][CH:8]=2)[CH:6]=[CH:5][CH:4]=[CH:3][CH:2]=1.[OH:14]P([O-])(O)=O.[K+].[O-]Cl=O.[Na+].[OH-].[Na+], predict the reaction product. The product is: [C:1]1([C:7]2[S:11][C:10]([C:12]([OH:14])=[O:13])=[CH:9][CH:8]=2)[CH:2]=[CH:3][CH:4]=[CH:5][CH:6]=1. (3) Given the reactants [CH:1]1([CH:6]2[CH2:15][CH2:14][C:13]3[C:8]4=[C:9]([C:16]([C:18](O)=[O:19])=[CH:17][N:7]24)[CH:10]=[CH:11][CH:12]=3)[CH2:5][CH2:4][CH2:3][CH2:2]1.C(Cl)(=O)C([Cl:24])=O.[CH2:27]([N:29]1[CH2:34][CH2:33][NH:32][CH2:31][CH2:30]1)[CH3:28], predict the reaction product. The product is: [ClH:24].[CH:1]1([CH:6]2[CH2:15][CH2:14][C:13]3[C:8]4=[C:9]([C:16]([C:18]([N:32]5[CH2:33][CH2:34][N:29]([CH2:27][CH3:28])[CH2:30][CH2:31]5)=[O:19])=[CH:17][N:7]24)[CH:10]=[CH:11][CH:12]=3)[CH2:2][CH2:3][CH2:4][CH2:5]1. (4) Given the reactants [Cl:1][C:2]1[CH:3]=[CH:4][CH:5]=[C:6]2[C:11]=1[N:10]=[C:9]([C:12]1[CH:17]=[CH:16][CH:15]=[CH:14][C:13]=1[C:18]([F:21])([F:20])[F:19])[C:8]([CH2:22]Cl)=[CH:7]2.[H-].[Na+].[I:26][C:27]1[C:35]2[C:30](=[N:31][CH:32]=[N:33][C:34]=2[NH2:36])[NH:29][N:28]=1, predict the reaction product. The product is: [Cl:1][C:2]1[CH:3]=[CH:4][CH:5]=[C:6]2[C:11]=1[N:10]=[C:9]([C:12]1[CH:17]=[CH:16][CH:15]=[CH:14][C:13]=1[C:18]([F:19])([F:21])[F:20])[C:8]([CH2:22][N:29]1[C:30]3=[N:31][CH:32]=[N:33][C:34]([NH2:36])=[C:35]3[C:27]([I:26])=[N:28]1)=[CH:7]2. (5) Given the reactants C[Si](C)(C)[C:3]1[C:11]2[C:10]([NH2:12])=[N:9][CH:8]=[N:7][C:6]=2[S:5][CH:4]=1.[I:15]Cl.O, predict the reaction product. The product is: [I:15][C:3]1[C:11]2[C:10]([NH2:12])=[N:9][CH:8]=[N:7][C:6]=2[S:5][CH:4]=1. (6) Given the reactants C[O:2][C:3](=[O:29])[C:4]1[CH:9]=[CH:8][C:7]([NH:10][C:11](=[O:28])[CH:12]([NH:16][C:17](=[O:27])[CH2:18][C:19]2[CH:24]=[C:23]([F:25])[CH:22]=[C:21]([F:26])[CH:20]=2)[CH2:13][CH2:14][CH3:15])=[N:6][CH:5]=1.CC(C[AlH]CC(C)C)C, predict the reaction product. The product is: [F:25][C:23]1[CH:24]=[C:19]([CH2:18][C:17]([NH:16][CH:12]([CH2:13][CH2:14][CH3:15])[C:11]([NH:10][C:7]2[CH:8]=[CH:9][C:4]([C:3]([OH:29])=[O:2])=[CH:5][N:6]=2)=[O:28])=[O:27])[CH:20]=[C:21]([F:26])[CH:22]=1. (7) Given the reactants [Br:1][C:2]1[CH:7]=[C:6]([O:8][CH3:9])[C:5]([OH:10])=[C:4]([CH2:11][CH2:12][OH:13])[CH:3]=1.[CH3:14][Si]([N-][Si](C)(C)C)(C)C.[Na+].BrCCl.[Cl-].[NH4+], predict the reaction product. The product is: [Br:1][C:2]1[CH:7]=[C:6]([O:8][CH3:9])[C:5]2[O:10][CH2:14][O:13][CH2:12][CH2:11][C:4]=2[CH:3]=1.